From a dataset of Catalyst prediction with 721,799 reactions and 888 catalyst types from USPTO. Predict which catalyst facilitates the given reaction. (1) Reactant: [Br:1][C:2]1[S:6][C:5]([C:7](=[O:9])[NH2:8])=[C:4]([NH:10][C:11]([C@@H:13]2[CH2:17][CH:16]([N:18]3[CH2:23][CH2:22][CH2:21][CH2:20][CH2:19]3)[CH2:15][N:14]2[C:24]([O:26][C:27]([CH3:30])([CH3:29])[CH3:28])=[O:25])=O)[CH:3]=1.[OH-].[Na+].Cl. Product: [Br:1][C:2]1[S:6][C:5]2[C:7](=[O:9])[NH:8][C:11]([C@@H:13]3[CH2:17][CH:16]([N:18]4[CH2:23][CH2:22][CH2:21][CH2:20][CH2:19]4)[CH2:15][N:14]3[C:24]([O:26][C:27]([CH3:30])([CH3:29])[CH3:28])=[O:25])=[N:10][C:4]=2[CH:3]=1. The catalyst class is: 8. (2) Reactant: C[O:2][C:3](=[O:25])[CH2:4][C:5](=[O:24])[CH2:6][C:7]([CH:19]1[CH2:23][CH2:22][CH2:21][CH2:20]1)(O)[CH2:8][CH2:9][NH:10][C:11]([O:13][C:14]([CH3:17])([CH3:16])[CH3:15])=[O:12].[OH-].[Na+].C(O)(=O)C. Product: [C:14]([O:13][C:11](=[O:12])[NH:10][CH2:9][CH2:8][C:7]1([CH:19]2[CH2:20][CH2:21][CH2:22][CH2:23]2)[CH2:6][C:5](=[O:24])[CH2:4][C:3](=[O:2])[O:25]1)([CH3:15])([CH3:16])[CH3:17]. The catalyst class is: 5. (3) Reactant: [F:1][C:2]1[CH:3]=[C:4]([CH:6]=[C:7]([F:20])[C:8]=1[O:9][C:10]1[CH:15]=[CH:14][N:13]=[C:12]2[NH:16][CH:17]=[C:18]([Cl:19])[C:11]=12)[NH2:5].[Cl:21][C:22]1[CH:27]=[C:26](Cl)[N:25]=[C:24]([NH2:29])[N:23]=1.Cl.[OH-].[Na+]. Product: [Cl:21][C:22]1[N:23]=[C:24]([NH2:29])[N:25]=[C:26]([NH:5][C:4]2[CH:6]=[C:7]([F:20])[C:8]([O:9][C:10]3[CH:15]=[CH:14][N:13]=[C:12]4[NH:16][CH:17]=[C:18]([Cl:19])[C:11]=34)=[C:2]([F:1])[CH:3]=2)[CH:27]=1. The catalyst class is: 97. (4) Reactant: [Cl:1][C:2]1[C:3]([CH:8]=[O:9])=[N:4][CH:5]=[CH:6][N:7]=1.[BH4-].[Na+]. Product: [Cl:1][C:2]1[C:3]([CH2:8][OH:9])=[N:4][CH:5]=[CH:6][N:7]=1. The catalyst class is: 5. (5) Reactant: Cl[C:2]1[N:7]=[C:6]([CH2:8][CH2:9][C:10]2[CH:15]=[CH:14][CH:13]=[CH:12][C:11]=2[C:16]2([C:19]([NH2:21])=[O:20])[CH2:18][CH2:17]2)[C:5]([CH3:22])=[CH:4][N:3]=1.[NH2:23][C:24]1[CH:25]=[N:26][N:27]([CH:29]2[CH2:34][CH2:33][N:32]([C:35]([O:37][C:38]([CH3:41])([CH3:40])[CH3:39])=[O:36])[CH2:31][CH2:30]2)[CH:28]=1.CC1(C)C2C(=C(P(C3C=CC=CC=3)C3C=CC=CC=3)C=CC=2)OC2C(P(C3C=CC=CC=3)C3C=CC=CC=3)=CC=CC1=2.C([O-])([O-])=O.[Cs+].[Cs+]. Product: [C:19]([C:16]1([C:11]2[CH:12]=[CH:13][CH:14]=[CH:15][C:10]=2[CH2:9][CH2:8][C:6]2[C:5]([CH3:22])=[CH:4][N:3]=[C:2]([NH:23][C:24]3[CH:25]=[N:26][N:27]([CH:29]4[CH2:30][CH2:31][N:32]([C:35]([O:37][C:38]([CH3:41])([CH3:40])[CH3:39])=[O:36])[CH2:33][CH2:34]4)[CH:28]=3)[N:7]=2)[CH2:18][CH2:17]1)(=[O:20])[NH2:21]. The catalyst class is: 231. (6) Reactant: C(OC([O:8][C:9]1[CH:14]=[CH:13][C:12]([C:15]2[CH:27]=[CH:26][C:18]([C:19]([O:21]C(C)(C)C)=[O:20])=[C:17]([NH:28][C:29](=[O:37])[C:30]3[CH:35]=[CH:34][C:33]([F:36])=[CH:32][CH:31]=3)[CH:16]=2)=[CH:11][CH:10]=1)=O)(C)(C)C. Product: [OH:8][C:9]1[CH:14]=[CH:13][C:12]([C:15]2[CH:27]=[CH:26][C:18]([C:19]([OH:21])=[O:20])=[C:17]([NH:28][C:29](=[O:37])[C:30]3[CH:35]=[CH:34][C:33]([F:36])=[CH:32][CH:31]=3)[CH:16]=2)=[CH:11][CH:10]=1. The catalyst class is: 55. (7) Reactant: C(OC([N:8]1[C:16]2[C:11](=[CH:12][CH:13]=[C:14]([Cl:17])[CH:15]=2)[C:10]([CH2:20][OH:21])([CH2:18][OH:19])[C:9]1=[O:22])=O)(C)(C)C.C(Cl)Cl.C(O)(C(F)(F)F)=O. Product: [Cl:17][C:14]1[CH:15]=[C:16]2[C:11]([C:10]([CH2:18][OH:19])([CH2:20][OH:21])[C:9](=[O:22])[NH:8]2)=[CH:12][CH:13]=1. The catalyst class is: 1. (8) Reactant: C(C(CO)(C)C(O)=O)[OH:2].CCC([C:15]1[CH:20]=[C:19]([N:21]2N=C3C(C=CC=C3)=N2)[C:18](O)=[C:17]([C:31]([CH2:34]C)([CH3:33])C)[CH:16]=1)(C)C.[C:36]1([OH:42])[CH:41]=[CH:40][CH:39]=[CH:38][CH:37]=1.C(N([CH2:48][CH3:49])CC)C. Product: [CH3:34][CH:31]([C:17]1[CH:16]=[CH:15][CH:20]=[C:19]([N:21]2[C:48](=[O:2])[C:49]3[C:37](=[CH:38][CH:39]=[CH:40][CH:41]=3)[C:36]2=[O:42])[CH:18]=1)[CH3:33]. The catalyst class is: 60. (9) Reactant: CCOCC.[C:6]([C:9]1[C:10]([O:29]C)=[CH:11][C:12]([O:27]C)=[C:13]([C:15]2[N:19]([C:20]3[CH:25]=[CH:24][CH:23]=[CH:22][C:21]=3[CH3:26])[N:18]=[CH:17][CH:16]=2)[CH:14]=1)([OH:8])=[O:7].B(Br)(Br)Br. Product: [C:6]([C:9]1[C:10]([OH:29])=[CH:11][C:12]([OH:27])=[C:13]([C:15]2[N:19]([C:20]3[CH:25]=[CH:24][CH:23]=[CH:22][C:21]=3[CH3:26])[N:18]=[CH:17][CH:16]=2)[CH:14]=1)([OH:8])=[O:7]. The catalyst class is: 4.